Dataset: Reaction yield outcomes from USPTO patents with 853,638 reactions. Task: Predict the reaction yield, written as a fraction of the theoretical maximum amount of product (1.0 means a 100% yield; for example, 0.34 means a 34% yield). (1) The reactants are [F:1][C:2]1[CH:3]=[C:4]2[C:8](=[CH:9][CH:10]=1)[N:7]([CH3:11])[CH:6]=[C:5]2[CH2:12][NH:13][CH3:14].CNCC1C2C=CC=CC=2N2CCCC=12.[NH2:30][C:31]1[N:36]=[CH:35][C:34](/[CH:37]=[CH:38]/[C:39]([OH:41])=O)=[CH:33][CH:32]=1.Cl.O=C1NC2N=CC(/C=C/C(O)=O)=CC=2CC1. No catalyst specified. The product is [NH2:30][C:31]1[N:36]=[CH:35][C:34](/[CH:37]=[CH:38]/[C:39]([N:13]([CH2:12][C:5]2[C:4]3[C:8](=[CH:9][CH:10]=[C:2]([F:1])[CH:3]=3)[N:7]([CH3:11])[CH:6]=2)[CH3:14])=[O:41])=[CH:33][CH:32]=1. The yield is 0.410. (2) The reactants are [CH2:1]([O:8][C:9]1[CH:10]=[CH:11][C:12]([CH:15]=[C:16]2[NH:21][C:20](=[O:22])[C:19](=[CH:23][C:24]3[CH:29]=[CH:28][C:27]([O:30][CH2:31][C:32]4[CH:37]=[CH:36][CH:35]=[CH:34][CH:33]=4)=[CH:26][N:25]=3)[NH:18][C:17]2=[O:38])=[N:13][CH:14]=1)[C:2]1[CH:7]=[CH:6][CH:5]=[CH:4][CH:3]=1. The catalyst is C(O)(=O)C.O.[Zn]. The product is [CH2:1]([O:8][C:9]1[CH:10]=[CH:11][C:12]([CH2:15][CH:16]2[NH:21][C:20](=[O:22])[CH:19]([CH2:23][C:24]3[CH:29]=[CH:28][C:27]([O:30][CH2:31][C:32]4[CH:37]=[CH:36][CH:35]=[CH:34][CH:33]=4)=[CH:26][N:25]=3)[NH:18][C:17]2=[O:38])=[N:13][CH:14]=1)[C:2]1[CH:7]=[CH:6][CH:5]=[CH:4][CH:3]=1. The yield is 0.400. (3) The reactants are [NH2:1][C:2]1[CH:9]=[C:8]([O:10][CH3:11])[C:7]([O:12][CH3:13])=[CH:6][C:3]=1[C:4]#[N:5].C(=O)(O)[O-].[Na+].Br[CH2:20][C:21]([O:23][CH2:24][CH3:25])=[O:22]. The catalyst is C(O)C.[I-].[Na+]. The product is [CH2:24]([O:23][C:21](=[O:22])[CH2:20][NH:1][C:2]1[CH:9]=[C:8]([O:10][CH3:11])[C:7]([O:12][CH3:13])=[CH:6][C:3]=1[C:4]#[N:5])[CH3:25]. The yield is 0.230. (4) The catalyst is C(Cl)Cl.[O-]S([O-])(=O)=O.[Cu+2]. The product is [CH3:13][C:12]([S:10]([NH:9][C@@H:8]([C:5]1[CH:4]=[N:3][C:2]([CH3:1])=[CH:7][N:6]=1)[CH3:19])=[O:11])([CH3:15])[CH3:14]. The reactants are [CH3:1][C:2]1[N:3]=[CH:4][C:5]([CH:8]=[N:9][S:10]([C:12]([CH3:15])([CH3:14])[CH3:13])=[O:11])=[N:6][CH:7]=1.C[Mg+].[Br-].[CH3:19]C1N=CC(C=O)=NC=1.CC([S@@](N)=O)(C)C. The yield is 0.780. (5) The reactants are [N:1]1([C:5]([C:7]2[CH:29]=[CH:28][C:10]([O:11][C:12]3[CH:13]=[C:14]([CH:19]=[C:20]([O:22][C@@H:23]([CH3:27])[CH2:24][O:25][CH3:26])[CH:21]=3)[C:15]([O:17]C)=[O:16])=[C:9]([F:30])[CH:8]=2)=[O:6])[CH2:4][CH2:3][CH2:2]1.[OH-].[Na+]. The catalyst is C1COCC1.O. The product is [N:1]1([C:5]([C:7]2[CH:29]=[CH:28][C:10]([O:11][C:12]3[CH:13]=[C:14]([CH:19]=[C:20]([O:22][C@@H:23]([CH3:27])[CH2:24][O:25][CH3:26])[CH:21]=3)[C:15]([OH:17])=[O:16])=[C:9]([F:30])[CH:8]=2)=[O:6])[CH2:4][CH2:3][CH2:2]1. The yield is 0.790. (6) The reactants are Br[C:2]1[CH:3]=[C:4]([C:8](=[O:10])[CH3:9])[CH:5]=[CH:6][CH:7]=1.[NH:11]1[CH2:15][CH2:14][NH:13][C:12]1=[O:16]. No catalyst specified. The product is [C:8]([C:4]1[CH:3]=[C:2]([N:11]2[CH2:15][CH2:14][NH:13][C:12]2=[O:16])[CH:7]=[CH:6][CH:5]=1)(=[O:10])[CH3:9]. The yield is 0.180. (7) The reactants are [CH3:1][C:2]1[C:3]([OH:11])=[C:4]([CH:7]=[CH:8][C:9]=1[OH:10])[CH:5]=[O:6].C([O-])([O-])=O.[K+].[K+].Br[CH2:19][CH2:20][CH3:21]. The catalyst is C(#N)C. The product is [OH:11][C:3]1[C:2]([CH3:1])=[C:9]([O:10][CH2:19][CH2:20][CH3:21])[CH:8]=[CH:7][C:4]=1[CH:5]=[O:6]. The yield is 0.850. (8) The reactants are [C:1]([C:3]1[CH:4]=[C:5]([C:20]2[S:24][C:23]([C:25]([OH:28])([CH3:27])[CH3:26])=[N:22][CH:21]=2)[CH:6]=[C:7]([NH:9][C:10]2[N:15]=[C:14]([C:16]([F:19])([F:18])[F:17])[CH:13]=[CH:12][N:11]=2)[CH:8]=1)#[CH:2]. The catalyst is C(OCC)(=O)C.[Pd]. The product is [CH2:1]([C:3]1[CH:4]=[C:5]([C:20]2[S:24][C:23]([C:25]([OH:28])([CH3:27])[CH3:26])=[N:22][CH:21]=2)[CH:6]=[C:7]([NH:9][C:10]2[N:15]=[C:14]([C:16]([F:19])([F:18])[F:17])[CH:13]=[CH:12][N:11]=2)[CH:8]=1)[CH3:2]. The yield is 0.630. (9) The reactants are [C:1]([Si:3]([CH3:6])([CH3:5])[CH3:4])#[CH:2].C([Mg]Br)C.[CH3:11][O:12][C:13]1[CH:14]=[C:15]([CH:18]=[C:19]([O:21][CH3:22])[CH:20]=1)[CH2:16]Br. The catalyst is C1COCC1.CCOCC. The product is [CH3:22][O:21][C:19]1[CH:18]=[C:15]([CH2:16][C:2]#[C:1][Si:3]([CH3:6])([CH3:5])[CH3:4])[CH:14]=[C:13]([O:12][CH3:11])[CH:20]=1. The yield is 1.00. (10) The reactants are [CH3:1][S:2](OCC1C2C(=CC=CC=2)N=CC=1C1CC1)(=[O:4])=[O:3].[F:20][C:21]([F:39])([F:38])[C:22]1[CH:31]=[C:30]([CH2:32][OH:33])[C:29]2[C:24](=[CH:25][CH:26]=[C:27]([C:34]([F:37])([F:36])[F:35])[CH:28]=2)[N:23]=1. No catalyst specified. The product is [CH3:1][S:2]([O:33][CH2:32][C:30]1[C:29]2[C:24](=[CH:25][CH:26]=[C:27]([C:34]([F:37])([F:35])[F:36])[CH:28]=2)[N:23]=[C:22]([C:21]([F:38])([F:20])[F:39])[CH:31]=1)(=[O:4])=[O:3]. The yield is 0.666.